Dataset: Forward reaction prediction with 1.9M reactions from USPTO patents (1976-2016). Task: Predict the product of the given reaction. Given the reactants [CH2:1]([S:3]([N:6]1[C:18]2[CH2:17][CH2:16][CH:15]([CH:19]3[CH2:24][CH2:23][O:22][CH2:21][CH2:20]3)[CH2:14][C:13]=2[C:12]2[C:7]1=[CH:8][CH:9]=[C:10]([C:25](O)=[O:26])[CH:11]=2)(=[O:5])=[O:4])[CH3:2].[NH:28]1[CH2:33][CH2:32][CH:31]([OH:34])[CH2:30][CH2:29]1.C(N(C(C)C)C(C)C)C.CN(C(ON1N=NC2C=CC=NC1=2)=[N+](C)C)C.F[P-](F)(F)(F)(F)F, predict the reaction product. The product is: [CH2:1]([S:3]([N:6]1[C:18]2[CH2:17][CH2:16][CH:15]([CH:19]3[CH2:24][CH2:23][O:22][CH2:21][CH2:20]3)[CH2:14][C:13]=2[C:12]2[C:7]1=[CH:8][CH:9]=[C:10]([C:25]([N:28]1[CH2:33][CH2:32][CH:31]([OH:34])[CH2:30][CH2:29]1)=[O:26])[CH:11]=2)(=[O:4])=[O:5])[CH3:2].